This data is from Forward reaction prediction with 1.9M reactions from USPTO patents (1976-2016). The task is: Predict the product of the given reaction. (1) Given the reactants [NH2:1][C:2]1[N:10]=[CH:9][C:8]([Br:11])=[CH:7][C:3]=1[C:4](O)=[O:5].[NH4+].[Cl-].C[N:15](C(ON1N=NC2C=CC=NC1=2)=[N+](C)C)C.F[P-](F)(F)(F)(F)F, predict the reaction product. The product is: [NH2:1][C:2]1[N:10]=[CH:9][C:8]([Br:11])=[CH:7][C:3]=1[C:4]([NH2:15])=[O:5]. (2) Given the reactants Br[C:2]1[CH:7]=[CH:6][C:5]([C:8]2[CH:13]=[CH:12][N:11]=[CH:10][CH:9]=2)=[CH:4][CH:3]=1.B1(B2[O:18][C:17]([CH3:20])([CH3:19])[C:16]([CH3:22])([CH3:21])[O:15]2)[O:18][C:17]([CH3:20])([CH3:19])[C:16]([CH3:22])([CH3:21])[O:15]1.[C:32]([O-])(=O)C.[K+], predict the reaction product. The product is: [CH3:21][C:16]1([CH3:22])[C:17]([CH3:20])([CH3:19])[O:18][CH:32]([C:2]2[CH:7]=[CH:6][C:5]([C:8]3[CH:13]=[CH:12][N:11]=[CH:10][CH:9]=3)=[CH:4][CH:3]=2)[O:15]1.